Dataset: Reaction yield outcomes from USPTO patents with 853,638 reactions. Task: Predict the reaction yield, written as a fraction of the theoretical maximum amount of product (1.0 means a 100% yield; for example, 0.34 means a 34% yield). (1) The reactants are [OH:1][C:2]1[N:7]=[CH:6][C:5]2[C:8]3([CH2:18][C:19]4[CH:24]=[CH:23][CH:22]=[CH:21][N:20]=4)[CH2:16][CH2:15][C:14](=[O:17])[CH2:13][CH:9]3[CH2:10][CH2:11][CH2:12][C:4]=2[CH:3]=1.[CH2:25](O)[CH2:26][OH:27].CC1C=CC(S(O)(=O)=O)=CC=1. The catalyst is C1(C)C=CC=CC=1. The product is [N:20]1[CH:21]=[CH:22][CH:23]=[CH:24][C:19]=1[CH2:18][C:8]12[CH2:16][CH2:15][C:14]3([O:27][CH2:26][CH2:25][O:17]3)[CH2:13][CH:9]1[CH2:10][CH2:11][CH2:12][C:4]1[CH:3]=[C:2]([OH:1])[N:7]=[CH:6][C:5]=12. The yield is 0.940. (2) The reactants are [Cl:1][C:2]1[CH:10]=[CH:9][CH:8]=[C:7]2[C:3]=1[C:4]([C:16]([OH:18])=O)=[CH:5][N:6]2[CH:11]1[CH2:15][CH2:14][CH2:13][O:12]1.Cl.[NH2:20][CH2:21][C:22]1([OH:31])[CH2:27][CH2:26][C:25]([F:29])([F:28])[CH:24]([CH3:30])[CH2:23]1.C(Cl)CCl.N1(O)C2C=CC=CC=2N=N1.C(N(C(C)C)C(C)C)C. The catalyst is CN(C)C=O. The product is [Cl:1][C:2]1[CH:10]=[CH:9][CH:8]=[C:7]2[C:3]=1[C:4]([C:16]([NH:20][CH2:21][C:22]1([OH:31])[CH2:27][CH2:26][C:25]([F:29])([F:28])[CH:24]([CH3:30])[CH2:23]1)=[O:18])=[CH:5][N:6]2[CH:11]1[CH2:15][CH2:14][CH2:13][O:12]1. The yield is 0.650. (3) The reactants are [Br:1][C:2]1[C:3]([F:23])=[CH:4][C:5]2[N:9]=[C:8]([C@@H:10]3[CH2:14][CH2:13][CH2:12][N:11]3[C:15]([O:17][C:18]([CH3:21])([CH3:20])[CH3:19])=[O:16])[NH:7][C:6]=2[CH:22]=1.[H-].[Na+].[CH3:26][Si:27]([CH3:34])([CH3:33])[CH2:28][CH2:29][O:30][CH2:31]Cl.O. The catalyst is C1COCC1.CCOC(C)=O. The product is [Br:1][C:2]1[C:3]([F:23])=[CH:4][C:5]2[N:9]([CH2:31][O:30][CH2:29][CH2:28][Si:27]([CH3:34])([CH3:33])[CH3:26])[C:8]([C@@H:10]3[CH2:14][CH2:13][CH2:12][N:11]3[C:15]([O:17][C:18]([CH3:19])([CH3:20])[CH3:21])=[O:16])=[N:7][C:6]=2[CH:22]=1. The yield is 0.890.